Task: Predict the reaction yield, written as a fraction of the theoretical maximum amount of product (1.0 means a 100% yield; for example, 0.34 means a 34% yield).. Dataset: Reaction yield outcomes from USPTO patents with 853,638 reactions (1) The reactants are C([O-])([O-])=O.[Cs+].[Cs+].[C:7]([O:14][CH3:15])(=[O:13])[CH2:8][C:9]([O:11][CH3:12])=[O:10].Cl[C:17]1[CH:18]=[C:19]([N:26]([C:31]2[C:50]([CH:51]3[CH2:53][CH2:52]3)=[CH:49][C:34]3[C:35]([C:45]([NH:47][CH3:48])=[O:46])=[C:36]([C:38]4[CH:43]=[CH:42][C:41]([F:44])=[CH:40][CH:39]=4)[O:37][C:33]=3[CH:32]=2)[S:27]([CH3:30])(=[O:29])=[O:28])[CH:20]=[CH:21][C:22]=1[N+:23]([O-:25])=[O:24]. The catalyst is CN(C=O)C.O. The product is [CH:51]1([C:50]2[C:31]([N:26]([C:19]3[CH:20]=[CH:21][C:22]([N+:23]([O-:25])=[O:24])=[C:17]([CH:8]([C:7]([O:14][CH3:15])=[O:13])[C:9]([O:11][CH3:12])=[O:10])[CH:18]=3)[S:27]([CH3:30])(=[O:29])=[O:28])=[CH:32][C:33]3[O:37][C:36]([C:38]4[CH:43]=[CH:42][C:41]([F:44])=[CH:40][CH:39]=4)=[C:35]([C:45](=[O:46])[NH:47][CH3:48])[C:34]=3[CH:49]=2)[CH2:53][CH2:52]1. The yield is 0.680. (2) The reactants are Cl.[CH:2]1([CH2:5][CH2:6][NH2:7])[CH2:4][CH2:3]1.C(N(C(C)C)CC)(C)C.[N+:17]([C:20]1[CH:21]=[C:22]([N:26]=[C:27]=[O:28])[CH:23]=[CH:24][CH:25]=1)([O-:19])=[O:18].[C:29](Cl)(=[O:34])[CH2:30][C:31](Cl)=[O:32]. The catalyst is C(Cl)(Cl)Cl. The product is [CH:2]1([CH2:5][CH2:6][N:7]2[C:31](=[O:32])[CH2:30][C:29](=[O:34])[N:26]([C:22]3[CH:23]=[CH:24][CH:25]=[C:20]([N+:17]([O-:19])=[O:18])[CH:21]=3)[C:27]2=[O:28])[CH2:4][CH2:3]1. The yield is 0.400. (3) The reactants are [OH:1][CH2:2][CH:3]1[CH2:11][C:10]2[C:5](=[CH:6][CH:7]=[C:8]([OH:12])[CH:9]=2)[CH2:4]1.C([O-])([O-])=O.[K+].[K+].Cl[C:20]1[CH:28]=[CH:27][C:23]([C:24]([NH2:26])=[O:25])=[CH:22][N:21]=1. The catalyst is C1(C)C=CC=CC=1.CC(N(C)C)=O. The product is [OH:1][CH2:2][CH:3]1[CH2:11][C:10]2[C:5](=[CH:6][CH:7]=[C:8]([O:12][C:20]3[CH:28]=[CH:27][C:23]([C:24]([NH2:26])=[O:25])=[CH:22][N:21]=3)[CH:9]=2)[CH2:4]1. The yield is 0.440. (4) The reactants are Cl[CH:2]([C:8]1[CH:13]=[CH:12][CH:11]=[CH:10][CH:9]=1)[C:3]([O:5][CH2:6][CH3:7])=[O:4].[N+:14]([C:17]1[CH:18]=[N:19][NH:20][CH:21]=1)([O-:16])=[O:15].C(=O)([O-])[O-].[Cs+].[Cs+]. The catalyst is CN(C)C=O.CCOC(C)=O. The product is [N+:14]([C:17]1[CH:18]=[N:19][N:20]([CH:2]([C:8]2[CH:13]=[CH:12][CH:11]=[CH:10][CH:9]=2)[C:3]([O:5][CH2:6][CH3:7])=[O:4])[CH:21]=1)([O-:16])=[O:15]. The yield is 0.990. (5) The reactants are [CH2:1]([C@:4]1([C:43]2[CH:48]=[C:47]([CH2:49][C:50]3[CH:55]=[CH:54][C:53]([CH2:56][CH3:57])=[CH:52][CH:51]=3)[C:46]([Cl:58])=[CH:45][C:44]=2[OH:59])[C@H:9]([O:10][CH2:11][C:12]2[CH:17]=[CH:16][CH:15]=[CH:14][CH:13]=2)[C@@H:8]([O:18][CH2:19][C:20]2[CH:25]=[CH:24][CH:23]=[CH:22][CH:21]=2)[C@H:7]([O:26][CH2:27][C:28]2[CH:33]=[CH:32][CH:31]=[CH:30][CH:29]=2)[C@@H:6]([CH2:34][O:35][CH2:36][C:37]2[CH:42]=[CH:41][CH:40]=[CH:39][CH:38]=2)[O:5]1)[CH:2]=[CH2:3].ClC1C=C(C=CC=1)C(OO)=[O:65]. The catalyst is C(Cl)Cl. The product is [CH2:11]([O:10][C@@H:9]1[C@@H:8]([O:18][CH2:19][C:20]2[CH:21]=[CH:22][CH:23]=[CH:24][CH:25]=2)[C@H:7]([O:26][CH2:27][C:28]2[CH:33]=[CH:32][CH:31]=[CH:30][CH:29]=2)[C@@H:6]([CH2:34][O:35][CH2:36][C:37]2[CH:38]=[CH:39][CH:40]=[CH:41][CH:42]=2)[O:5][C@:4]21[C:43]1[C:44](=[CH:45][C:46]([Cl:58])=[C:47]([CH2:49][C:50]3[CH:51]=[CH:52][C:53]([CH2:56][CH3:57])=[CH:54][CH:55]=3)[CH:48]=1)[O:59][CH:2]([CH2:3][OH:65])[CH2:1]2)[C:12]1[CH:17]=[CH:16][CH:15]=[CH:14][CH:13]=1. The yield is 0.240. (6) The reactants are [CH3:1][O:2][C:3]1[CH:8]=[CH:7][CH:6]=[C:5]([O:9][CH3:10])[C:4]=1[OH:11].F[C:13]1[CH:18]=[CH:17][CH:16]=[CH:15][C:14]=1[N+:19]([O-:21])=[O:20].[CH3:22][O:23][C:24]1[CH:37]=[CH:36][CH:35]=[C:34]([O:38][CH3:39])[C:25]=1[O:26][C:27]1[CH:33]=[CH:32][CH:31]=[CH:30][C:28]=1[NH2:29].[NH2:40][C:41]1[S:42][CH:43]=[CH:44][N:45]=1. No catalyst specified. The product is [CH3:10][O:9][C:5]1[CH:6]=[CH:7][CH:8]=[C:3]([O:2][CH3:1])[C:4]=1[O:11][C:13]1[CH:18]=[CH:17][CH:16]=[CH:15][C:14]=1[N+:19]([O-:21])=[O:20].[CH3:39][O:38][C:34]1[CH:35]=[CH:36][CH:37]=[C:24]([O:23][CH3:22])[C:25]=1[O:26][C:27]1[CH:33]=[CH:32][CH:31]=[CH:30][C:28]=1[NH:29][C:4]([NH:40][C:41]1[S:42][CH:43]=[CH:44][N:45]=1)=[O:11]. The yield is 0.630.